This data is from Full USPTO retrosynthesis dataset with 1.9M reactions from patents (1976-2016). The task is: Predict the reactants needed to synthesize the given product. (1) Given the product [Cl:3][C:4]1[CH:5]=[C:6]([CH:24]=[CH:25][C:26]=1[NH:27][C:28]([NH:30][CH:31]1[CH2:33][CH2:32]1)=[O:29])[O:7][C:8]1[C:17]2[C:12](=[CH:13][C:14]([O:22][CH3:23])=[C:15]([C:18]([OH:20])=[O:19])[CH:16]=2)[N:11]=[CH:10][CH:9]=1, predict the reactants needed to synthesize it. The reactants are: [OH-].[Na+].[Cl:3][C:4]1[CH:5]=[C:6]([CH:24]=[CH:25][C:26]=1[NH:27][C:28]([NH:30][CH:31]1[CH2:33][CH2:32]1)=[O:29])[O:7][C:8]1[C:17]2[C:12](=[CH:13][C:14]([O:22][CH3:23])=[C:15]([C:18]([O:20]C)=[O:19])[CH:16]=2)[N:11]=[CH:10][CH:9]=1.Cl. (2) Given the product [CH2:1]([O:3][C:4](=[O:15])[C:5]([C:23]1[CH:22]=[CH:21][C:20]([N+:26]([O-:28])=[O:27])=[C:19]([F:18])[CH:24]=1)([CH2:11][CH:12]([CH3:13])[CH3:14])[C:6]([O:8][CH2:9][CH3:10])=[O:7])[CH3:2], predict the reactants needed to synthesize it. The reactants are: [CH2:1]([O:3][C:4](=[O:15])[CH:5]([CH2:11][CH:12]([CH3:14])[CH3:13])[C:6]([O:8][CH2:9][CH3:10])=[O:7])[CH3:2].[H-].[Na+].[F:18][C:19]1[CH:24]=[C:23](F)[CH:22]=[CH:21][C:20]=1[N+:26]([O-:28])=[O:27]. (3) Given the product [Br:1][C:2]1[N:7]=[C:6]([CH:8]([N:9]2[CH2:10][CH2:11][O:12][CH2:13][CH2:14]2)[CH:23]([OH:25])[CH3:24])[CH:5]=[CH:4][CH:3]=1, predict the reactants needed to synthesize it. The reactants are: [Br:1][C:2]1[N:7]=[C:6]([CH2:8][N:9]2[CH2:14][CH2:13][O:12][CH2:11][CH2:10]2)[CH:5]=[CH:4][CH:3]=1.[Li+].CC([N-]C(C)C)C.[CH:23](=[O:25])[CH3:24]. (4) Given the product [Si:40]([O:39][CH2:38][C:37]1[C:32]2[NH:31][C:11](=[O:12])[CH:10]([NH:14][C:15](=[O:16])[O:17][CH2:18][C:19]3[CH:24]=[CH:23][CH:22]=[CH:21][CH:20]=3)[N:1]=[C:47]([C:49]3[CH:54]=[CH:53][CH:52]=[C:51]([F:55])[CH:50]=3)[C:33]=2[CH:34]=[CH:35][CH:36]=1)([C:43]([CH3:46])([CH3:45])[CH3:44])([CH3:42])[CH3:41], predict the reactants needed to synthesize it. The reactants are: [N:1]1([CH:10]([NH:14][C:15]([O:17][CH2:18][C:19]2[CH:24]=[CH:23][CH:22]=[CH:21][CH:20]=2)=[O:16])[C:11](O)=[O:12])C2C=CC=CC=2N=N1.C(Cl)(=O)C(Cl)=O.[NH2:31][C:32]1[C:37]([CH2:38][O:39][Si:40]([C:43]([CH3:46])([CH3:45])[CH3:44])([CH3:42])[CH3:41])=[CH:36][CH:35]=[CH:34][C:33]=1[C:47]([C:49]1[CH:54]=[CH:53][CH:52]=[C:51]([F:55])[CH:50]=1)=O.CN1CCOCC1.N.CO.C(O)(=O)C.C([O-])(=O)C.[NH4+]. (5) Given the product [CH:29]([C:2]1[CH:11]=[C:10]2[C:5]([CH:6]=[CH:7][N:8]=[C:9]2[O:12][C@H:13]2[CH2:17][N:16]([C:18]([O:20][C:21]([CH3:22])([CH3:23])[CH3:24])=[O:19])[C@H:15]([C:25]([O:27][CH3:28])=[O:26])[CH2:14]2)=[CH:4][CH:3]=1)=[CH2:30], predict the reactants needed to synthesize it. The reactants are: Br[C:2]1[CH:11]=[C:10]2[C:5]([CH:6]=[CH:7][N:8]=[C:9]2[O:12][C@H:13]2[CH2:17][N:16]([C:18]([O:20][C:21]([CH3:24])([CH3:23])[CH3:22])=[O:19])[C@H:15]([C:25]([O:27][CH3:28])=[O:26])[CH2:14]2)=[CH:4][CH:3]=1.[CH2:29](C([Sn])=C(CCCC)CCCC)[CH2:30]CC.CCOC(C)=O. (6) The reactants are: O[CH2:2][C@H:3]1[CH2:7][CH2:6][C@@H:5]([C:8]([O:10][CH3:11])=[O:9])[CH2:4]1.C1(P(C2C=CC=CC=2)C2C=CC=CC=2)C=CC=CC=1.C(Br)(Br)(Br)[Br:32]. Given the product [Br:32][CH2:2][C@H:3]1[CH2:7][CH2:6][C@@H:5]([C:8]([O:10][CH3:11])=[O:9])[CH2:4]1, predict the reactants needed to synthesize it.